The task is: Binary Classification. Given a drug SMILES string, predict its activity (active/inactive) in a high-throughput screening assay against a specified biological target.. This data is from Cav3 T-type calcium channel HTS with 100,875 compounds. (1) The molecule is S(=O)(=O)(N1CCOCC1)c1ccc(N2C(CCC2)c2sc3c(n2)cccc3)nc1. The result is 0 (inactive). (2) The molecule is S(=O)(=O)(N(CC(=O)N\N=C\c1c2OCCOc2ccc1)c1ccc(OC)cc1)c1ccc(NC(=O)C)cc1. The result is 0 (inactive). (3) The molecule is S(=O)(=O)(N1CCC(=CC1)c1ccccc1)c1cc2CCN(c2cc1)C(=O)CCC(O)=O. The result is 0 (inactive). (4) The molecule is O(c1c(C(CCN2CCCC2)c2cc3OCOc3cc2)c(O)cc(OC)c1)C. The result is 0 (inactive). (5) The drug is O=C(CCC(=O)Nc1ccc(OC)cc1)c1ccc(cc1)c1ccccc1. The result is 0 (inactive). (6) The molecule is S(c1nc(N2CCCCC2)nc(N2CCCCC2)n1)CC(=O)N1CCN(CC1)c1ccccc1. The result is 1 (active).